Dataset: Reaction yield outcomes from USPTO patents with 853,638 reactions. Task: Predict the reaction yield, written as a fraction of the theoretical maximum amount of product (1.0 means a 100% yield; for example, 0.34 means a 34% yield). (1) The reactants are [OH:1][C:2]1[C:3]([C:8]2[CH:13]=[CH:12][CH:11]=[CH:10][CH:9]=2)=[N:4][CH:5]=[CH:6][CH:7]=1.[CH2:14]([Br:21])[C:15]1[CH:20]=[CH:19][CH:18]=[CH:17][CH:16]=1. The catalyst is C1(C)C=CC=CC=1. The product is [Br-:21].[CH2:14]([N+:4]1[CH:5]=[CH:6][CH:7]=[C:2]([OH:1])[C:3]=1[C:8]1[CH:9]=[CH:10][CH:11]=[CH:12][CH:13]=1)[C:15]1[CH:20]=[CH:19][CH:18]=[CH:17][CH:16]=1. The yield is 0.910. (2) The reactants are [F:1][C:2]([F:28])([F:27])[O:3][C:4]1[CH:9]=[CH:8][C:7]([N:10]2[CH:14]=[N:13][C:12]([C:15]3[CH:20]=[CH:19][C:18]([CH:21]([CH3:26])[CH2:22][C:23]([OH:25])=O)=[CH:17][CH:16]=3)=[N:11]2)=[CH:6][CH:5]=1.C(N(CC)CC)C.P([N:52]=[N+:53]=[N-:54])(=O)(OC1C=CC=CC=1)OC1C=CC=CC=1. The catalyst is C1(C)C=CC=CC=1.C(OCC)(=O)C. The product is [F:1][C:2]([F:28])([F:27])[O:3][C:4]1[CH:5]=[CH:6][C:7]([N:10]2[CH:14]=[N:13][C:12]([C:15]3[CH:20]=[CH:19][C:18]([CH:21]([CH3:26])[CH2:22][C:23]([N:52]=[N+:53]=[N-:54])=[O:25])=[CH:17][CH:16]=3)=[N:11]2)=[CH:8][CH:9]=1. The yield is 0.120.